Dataset: NCI-60 drug combinations with 297,098 pairs across 59 cell lines. Task: Regression. Given two drug SMILES strings and cell line genomic features, predict the synergy score measuring deviation from expected non-interaction effect. (1) Drug 1: CC1=C2C(C(=O)C3(C(CC4C(C3C(C(C2(C)C)(CC1OC(=O)C(C(C5=CC=CC=C5)NC(=O)OC(C)(C)C)O)O)OC(=O)C6=CC=CC=C6)(CO4)OC(=O)C)OC)C)OC. Drug 2: C1=CC(=CC=C1CCC2=CNC3=C2C(=O)NC(=N3)N)C(=O)NC(CCC(=O)O)C(=O)O. Cell line: OVCAR-5. Synergy scores: CSS=62.1, Synergy_ZIP=6.99, Synergy_Bliss=5.53, Synergy_Loewe=7.95, Synergy_HSA=9.13. (2) Drug 1: CC1=C(C=C(C=C1)NC2=NC=CC(=N2)N(C)C3=CC4=NN(C(=C4C=C3)C)C)S(=O)(=O)N.Cl. Drug 2: CC=C1C(=O)NC(C(=O)OC2CC(=O)NC(C(=O)NC(CSSCCC=C2)C(=O)N1)C(C)C)C(C)C. Cell line: HCC-2998. Synergy scores: CSS=59.2, Synergy_ZIP=2.50, Synergy_Bliss=-6.05, Synergy_Loewe=-77.3, Synergy_HSA=-13.5. (3) Drug 1: COC1=C(C=C2C(=C1)N=CN=C2NC3=CC(=C(C=C3)F)Cl)OCCCN4CCOCC4. Drug 2: CN1C(=O)N2C=NC(=C2N=N1)C(=O)N. Cell line: BT-549. Synergy scores: CSS=22.5, Synergy_ZIP=0.544, Synergy_Bliss=4.24, Synergy_Loewe=-23.3, Synergy_HSA=1.44. (4) Drug 1: C1CN1P(=S)(N2CC2)N3CC3. Drug 2: CC1CCC2CC(C(=CC=CC=CC(CC(C(=O)C(C(C(=CC(C(=O)CC(OC(=O)C3CCCCN3C(=O)C(=O)C1(O2)O)C(C)CC4CCC(C(C4)OC)OCCO)C)C)O)OC)C)C)C)OC. Cell line: DU-145. Synergy scores: CSS=42.6, Synergy_ZIP=-4.40, Synergy_Bliss=-0.159, Synergy_Loewe=-11.2, Synergy_HSA=-5.63. (5) Cell line: NCI-H322M. Drug 1: C1CCN(CC1)CCOC2=CC=C(C=C2)C(=O)C3=C(SC4=C3C=CC(=C4)O)C5=CC=C(C=C5)O. Synergy scores: CSS=9.73, Synergy_ZIP=0.873, Synergy_Bliss=4.02, Synergy_Loewe=-4.20, Synergy_HSA=-0.512. Drug 2: CCC1=C2CN3C(=CC4=C(C3=O)COC(=O)C4(CC)O)C2=NC5=C1C=C(C=C5)O.